Dataset: Catalyst prediction with 721,799 reactions and 888 catalyst types from USPTO. Task: Predict which catalyst facilitates the given reaction. (1) Reactant: [H-].[Na+].[NH:3]1[CH:7]=[N:6][CH:5]=[N:4]1.Br[C:9]1[N:17]([CH2:18][C:19]2[CH:24]=[CH:23][C:22]([O:25][CH3:26])=[CH:21][CH:20]=2)[C:16]2[C:15](=[O:27])[N:14]3[C:28]([CH3:31])=[N:29][N:30]=[C:13]3[N:12]([CH2:32][CH2:33][CH2:34][CH2:35][CH3:36])[C:11]=2[N:10]=1. Product: [CH3:26][O:25][C:22]1[CH:23]=[CH:24][C:19]([CH2:18][N:17]2[C:16]3[C:15](=[O:27])[N:14]4[C:28]([CH3:31])=[N:29][N:30]=[C:13]4[N:12]([CH2:32][CH2:33][CH2:34][CH2:35][CH3:36])[C:11]=3[N:10]=[C:9]2[N:4]2[CH2:5][NH:6][CH:7]=[N:3]2)=[CH:20][CH:21]=1.[CH3:26][O:25][C:22]1[CH:23]=[CH:24][C:19]([CH2:18][N:17]2[C:16]3[C:15](=[O:27])[N:14]4[C:28]([CH3:31])=[N:29][N:30]=[C:13]4[N:12]([CH2:32][CH2:33][CH2:34][CH2:35][CH3:36])[C:11]=3[N:10]=[C:9]2[N:3]2[CH:7]=[N:6][CH:5]=[N:4]2)=[CH:20][CH:21]=1. The catalyst class is: 3. (2) Reactant: [F:1][C:2]1[CH:3]=[C:4]([CH:18]=[CH:19][CH:20]=1)[CH2:5][O:6][C:7]1[CH:12]=[CH:11][C:10]([C:13]#[C:14][C:15](O)=[O:16])=[CH:9][CH:8]=1.O[N:22]1C2C=CC=CC=2N=N1.Cl.CN(C)CCCN=C=NCC.N. Product: [F:1][C:2]1[CH:3]=[C:4]([CH:18]=[CH:19][CH:20]=1)[CH2:5][O:6][C:7]1[CH:12]=[CH:11][C:10]([C:13]#[C:14][C:15]([NH2:22])=[O:16])=[CH:9][CH:8]=1. The catalyst class is: 20. (3) Reactant: [Br:1][C:2]1[N:3]=[C:4]([C:8](=[O:13])C(Cl)(Cl)Cl)[N:5]([CH3:7])[CH:6]=1.[CH3:14][O-:15].[Na+]. Product: [CH3:14][O:15][C:8]([C:4]1[N:5]([CH3:7])[CH:6]=[C:2]([Br:1])[N:3]=1)=[O:13]. The catalyst class is: 5. (4) Reactant: [CH3:1][O:2][C:3]1[C:24]2[O:23][C:10]3[C:11](=[O:22])[N:12]([C@@H:14]([CH2:18][CH:19]([CH3:21])[CH3:20])[C:15](O)=[O:16])[CH2:13][C:9]=3[CH2:8][C:7]=2[C:6]([O:25][CH3:26])=[CH:5][CH:4]=1.[CH3:27][O:28][C:29](=[O:37])[C:30]1[CH:35]=[CH:34][C:33]([NH2:36])=[N:32][CH:31]=1.ON1C2C=CC=CC=2N=N1. Product: [CH3:27][O:28][C:29](=[O:37])[C:30]1[CH:35]=[CH:34][C:33]([NH:36][C:15](=[O:16])[C@@H:14]([N:12]2[CH2:13][C:9]3[CH2:8][C:7]4[C:6]([O:25][CH3:26])=[CH:5][CH:4]=[C:3]([O:2][CH3:1])[C:24]=4[O:23][C:10]=3[C:11]2=[O:22])[CH2:18][CH:19]([CH3:21])[CH3:20])=[N:32][CH:31]=1. The catalyst class is: 34. (5) Reactant: C(OC([N:8]1[CH2:12][CH2:11][CH2:10][C@@:9]1([CH3:16])[C:13]([OH:15])=O)=O)(C)(C)C.[F:17][C:18]1[N:23]=[CH:22][C:21]([NH2:24])=[CH:20][CH:19]=1.ON1C2C=CC=CC=2N=N1.CN(C)CCCN=C=NCC.C(N(C(C)C)CC)(C)C. Product: [F:17][C:18]1[N:23]=[CH:22][C:21]([NH:24][C:13]([C@:9]2([CH3:16])[CH2:10][CH2:11][CH2:12][NH:8]2)=[O:15])=[CH:20][CH:19]=1. The catalyst class is: 60. (6) Reactant: [CH2:1]1[N:8]([CH2:9][CH2:10][N:11]2[CH2:18][C:16](=[O:17])[O:15][C:13](=[O:14])[CH2:12]2)[CH2:7][C:5](=[O:6])[O:4][C:2]1=[O:3].[S:19]([NH2:29])(=[O:28])([C:21]1[CH:26]=[CH:25][C:24]([NH2:27])=[CH:23][CH:22]=1)=[O:20].[I:30][C:31]1[CH:37]=[CH:36][C:34]([NH2:35])=[CH:33][CH:32]=1. Product: [C:5]([CH2:7][N:8]([CH2:1][C:2]([NH:35][C:34]1[CH:36]=[CH:37][C:31]([I:30])=[CH:32][CH:33]=1)=[O:3])[CH2:9][CH2:10][N:11]([CH2:12][C:13](=[O:14])[NH:27][C:24]1[CH:23]=[CH:22][C:21]([S:19](=[O:28])(=[O:20])[NH2:29])=[CH:26][CH:25]=1)[CH2:18][C:16]([OH:15])=[O:17])([OH:4])=[O:6]. The catalyst class is: 3.